Dataset: Catalyst prediction with 721,799 reactions and 888 catalyst types from USPTO. Task: Predict which catalyst facilitates the given reaction. Reactant: [C:1]1([CH:7]2[CH2:11][CH2:10][N:9]([C:12]([C:14]3[CH:15]=[N:16][O:17][C:18]=3[C:19]3[CH:24]=[CH:23][C:22](I)=[CH:21][CH:20]=3)=[O:13])[CH2:8]2)[CH:6]=[CH:5][CH:4]=[CH:3][CH:2]=1.[Cu][C:27]#[N:28]. Product: [C:1]1([CH:7]2[CH2:11][CH2:10][N:9]([C:12]([C:14]3[CH:15]=[N:16][O:17][C:18]=3[C:19]3[CH:24]=[CH:23][C:22]([C:27]#[N:28])=[CH:21][CH:20]=3)=[O:13])[CH2:8]2)[CH:6]=[CH:5][CH:4]=[CH:3][CH:2]=1. The catalyst class is: 60.